Dataset: NCI-60 drug combinations with 297,098 pairs across 59 cell lines. Task: Regression. Given two drug SMILES strings and cell line genomic features, predict the synergy score measuring deviation from expected non-interaction effect. Drug 1: C1=C(C(=O)NC(=O)N1)N(CCCl)CCCl. Drug 2: C1=CN(C(=O)N=C1N)C2C(C(C(O2)CO)O)O.Cl. Cell line: SN12C. Synergy scores: CSS=27.3, Synergy_ZIP=-9.86, Synergy_Bliss=-9.65, Synergy_Loewe=-7.55, Synergy_HSA=-5.82.